This data is from TCR-epitope binding with 47,182 pairs between 192 epitopes and 23,139 TCRs. The task is: Binary Classification. Given a T-cell receptor sequence (or CDR3 region) and an epitope sequence, predict whether binding occurs between them. (1) The epitope is FLRGRAYGL. The TCR CDR3 sequence is CASSQTGVRFGDNEQFF. Result: 0 (the TCR does not bind to the epitope). (2) The epitope is MPASWVMRI. The TCR CDR3 sequence is CASSDWQERPYEQYF. Result: 1 (the TCR binds to the epitope).